Dataset: Full USPTO retrosynthesis dataset with 1.9M reactions from patents (1976-2016). Task: Predict the reactants needed to synthesize the given product. (1) Given the product [Br:1][C:2]1[CH:7]=[CH:6][C:5]([C:8]2[N:9]=[C:10]([NH:13][CH:14]([CH2:19][C:20]([F:22])([F:21])[F:23])[CH2:15][OH:16])[S:11][CH:12]=2)=[CH:4][CH:3]=1, predict the reactants needed to synthesize it. The reactants are: [Br:1][C:2]1[CH:7]=[CH:6][C:5]([C:8]2[N:9]=[C:10]([NH:13][CH:14]([CH2:19][C:20]([F:23])([F:22])[F:21])[C:15](OC)=[O:16])[S:11][CH:12]=2)=[CH:4][CH:3]=1.[H-].[Al+3].[Li+].[H-].[H-].[H-]. (2) Given the product [CH3:21][CH:22]1[O:23][CH2:24][CH2:25][N:26]([C:28]2[CH:33]=[CH:32][C:31]3[NH:34][C:19]([C:7]4[C:6]5[C:10](=[CH:11][CH:12]=[C:4]([N+:1]([O-:3])=[O:2])[CH:5]=5)[N:9]([CH:13]5[CH2:18][CH2:17][CH2:16][CH2:15][O:14]5)[N:8]=4)=[N:35][C:30]=3[CH:29]=2)[CH2:27]1, predict the reactants needed to synthesize it. The reactants are: [N+:1]([C:4]1[CH:5]=[C:6]2[C:10](=[CH:11][CH:12]=1)[N:9]([CH:13]1[CH2:18][CH2:17][CH2:16][CH2:15][O:14]1)[N:8]=[C:7]2[CH:19]=O)([O-:3])=[O:2].[CH3:21][CH:22]1[CH2:27][N:26]([C:28]2[CH:29]=[C:30]([NH2:35])[C:31]([NH2:34])=[CH:32][CH:33]=2)[CH2:25][CH2:24][O:23]1.S(=O)(O)[O-].[Na+]. (3) Given the product [F:41][C:37]1[C:36]([C:2]2[N:3]=[C:4]([N:19]3[CH2:24][CH2:23][O:22][CH2:21][CH2:20]3)[C:5]3[N:11]=[C:10]([CH2:12][NH:13][C:14](=[O:18])[CH:15]([CH3:17])[CH3:16])[CH:9]=[CH:8][C:6]=3[N:7]=2)=[C:35]2[C:40](=[CH:39][CH:38]=1)[NH:32][CH:33]=[CH:34]2, predict the reactants needed to synthesize it. The reactants are: Cl[C:2]1[N:3]=[C:4]([N:19]2[CH2:24][CH2:23][O:22][CH2:21][CH2:20]2)[C:5]2[N:11]=[C:10]([CH2:12][NH:13][C:14](=[O:18])[CH:15]([CH3:17])[CH3:16])[CH:9]=[CH:8][C:6]=2[N:7]=1.[Si]([N:32]1[C:40]2[C:35](=[C:36](B3OC(C)(C)C(C)(C)O3)[C:37]([F:41])=[CH:38][CH:39]=2)[CH:34]=[CH:33]1)(C(C)(C)C)(C)C. (4) Given the product [CH3:2][C:3]1[CH:4]=[C:5]([N:10]2[CH:23]=[CH:22][C:21](=[O:20])[NH:11]2)[CH:6]=[CH:7][C:8]=1[CH3:9], predict the reactants needed to synthesize it. The reactants are: Cl.[CH3:2][C:3]1[CH:4]=[C:5]([NH:10][NH2:11])[CH:6]=[CH:7][C:8]=1[CH3:9].C(=O)([O-])[O-].[K+].[K+].C([O:20][C:21](=O)[C:22](=COCC)[C:23](OCC)=O)C.Cl. (5) Given the product [CH3:8][C:5]1[CH:6]=[CH:7][C:2]([NH:1][C:12]([C:11]2[CH:15]=[C:16]([N+:19]([O-:21])=[O:20])[CH:17]=[CH:18][C:10]=2[Cl:9])=[O:13])=[N:3][CH:4]=1, predict the reactants needed to synthesize it. The reactants are: [NH2:1][C:2]1[CH:7]=[CH:6][C:5]([CH3:8])=[CH:4][N:3]=1.[Cl:9][C:10]1[CH:18]=[CH:17][C:16]([N+:19]([O-:21])=[O:20])=[CH:15][C:11]=1[C:12](Cl)=[O:13]. (6) Given the product [CH3:12][C:11]1[C:6]2[N:7]([C:3]([C:1]#[C:2][C:27]3[CH:26]=[N:25][C:24]([NH2:23])=[N:29][CH:28]=3)=[CH:4][N:5]=2)[CH:8]=[C:9]([C:13]2[CH:18]=[CH:17][C:16]([C:19]([F:21])([F:22])[F:20])=[CH:15][CH:14]=2)[CH:10]=1, predict the reactants needed to synthesize it. The reactants are: [C:1]([C:3]1[N:7]2[CH:8]=[C:9]([C:13]3[CH:18]=[CH:17][C:16]([C:19]([F:22])([F:21])[F:20])=[CH:15][CH:14]=3)[CH:10]=[C:11]([CH3:12])[C:6]2=[N:5][CH:4]=1)#[CH:2].[NH2:23][C:24]1[N:29]=[CH:28][C:27](I)=[CH:26][N:25]=1. (7) Given the product [C:26]([NH:25][C:21]1[CH:20]=[C:19]([C:17]2[C:16]([C:30]3[C:31]([F:51])=[C:32]([N:36]([CH2:37][O:38][CH3:39])[S:40]([C:43]4[CH:48]=[C:47]([F:49])[CH:46]=[CH:45][C:44]=4[F:50])(=[O:42])=[O:41])[CH:33]=[CH:34][CH:35]=3)=[N:15][N:14]([CH:11]3[CH2:10][CH2:9][NH:8][CH2:13][CH2:12]3)[CH:18]=2)[CH:24]=[CH:23][N:22]=1)([CH3:29])([CH3:28])[CH3:27], predict the reactants needed to synthesize it. The reactants are: C(OC([N:8]1[CH2:13][CH2:12][CH:11]([N:14]2[CH:18]=[C:17]([C:19]3[CH:24]=[CH:23][N:22]=[C:21]([NH:25][C:26]([CH3:29])([CH3:28])[CH3:27])[CH:20]=3)[C:16]([C:30]3[CH:35]=[CH:34][CH:33]=[C:32]([N:36]([S:40]([C:43]4[CH:48]=[C:47]([F:49])[CH:46]=[CH:45][C:44]=4[F:50])(=[O:42])=[O:41])[CH2:37][O:38][CH3:39])[C:31]=3[F:51])=[N:15]2)[CH2:10][CH2:9]1)=O)(C)(C)C.Cl. (8) Given the product [OH:20][C@H:9]1[C@@H:10]([OH:16])[C@H:11]([OH:12])[C@@H:6]([CH2:5][OH:4])[O:7][C@@H:8]1[O:24][C:25]1[CH:26]=[CH:27][C:28]([C:31]2[CH:32]=[C:33]([CH:34]=[CH:35][CH:36]=2)[C:37]#[N:38])=[CH:29][CH:30]=1, predict the reactants needed to synthesize it. The reactants are: C([O:4][CH2:5][C@@H:6]1[C@H:11]([O:12]C(=O)C)[C@H:10]([O:16]C(=O)C)[C@@H:9]([O:20]C(=O)C)[C@@H:8]([O:24][C:25]2[CH:30]=[CH:29][C:28]([C:31]3[CH:36]=[CH:35][CH:34]=[C:33]([C:37]#[N:38])[CH:32]=3)=[CH:27][CH:26]=2)[O:7]1)(=O)C.C[O-].[Na+]. (9) Given the product [Cl:19][C:6]1[CH:5]=[C:4]([NH:20][S:34]([C:31]2[CH:32]=[CH:33][C:28]([I:27])=[CH:29][CH:30]=2)(=[O:36])=[O:35])[CH:3]=[C:2]([Cl:1])[C:7]=1[S:8][C:9]1[CH:18]=[CH:17][C:16]2[C:11](=[CH:12][CH:13]=[CH:14][CH:15]=2)[CH:10]=1, predict the reactants needed to synthesize it. The reactants are: [Cl:1][C:2]1[CH:3]=[C:4]([NH2:20])[CH:5]=[C:6]([Cl:19])[C:7]=1[S:8][C:9]1[CH:18]=[CH:17][C:16]2[C:11](=[CH:12][CH:13]=[CH:14][CH:15]=2)[CH:10]=1.N1C=CC=CC=1.[I:27][C:28]1[CH:33]=[CH:32][C:31]([S:34](Cl)(=[O:36])=[O:35])=[CH:30][CH:29]=1.